Dataset: Full USPTO retrosynthesis dataset with 1.9M reactions from patents (1976-2016). Task: Predict the reactants needed to synthesize the given product. Given the product [NH:17]1[CH2:16][CH2:15][CH:14]([NH:13][C:11](=[O:12])[CH2:10][CH2:9][CH2:8][CH2:7][CH2:6][C:4]2[N:3]=[N:2][NH:1][CH:5]=2)[CH2:19][CH2:18]1, predict the reactants needed to synthesize it. The reactants are: [NH:1]1[CH:5]=[C:4]([CH2:6][CH2:7][CH2:8][CH2:9][CH2:10][C:11]([NH:13][CH:14]2[CH2:19][CH2:18][N:17](C(OC(C)(C)C)=O)[CH2:16][CH2:15]2)=[O:12])[N:3]=[N:2]1.Cl.